Predict the product of the given reaction. From a dataset of Forward reaction prediction with 1.9M reactions from USPTO patents (1976-2016). (1) Given the reactants Cl[C:2]1[CH:7]=[C:6]([Cl:8])[N:5]=[N:4][C:3]=1[C:9]([O:11][CH3:12])=[O:10].[Cl:13][C:14]1[CH:15]=[CH:16][C:17]([NH2:21])=[N:18][C:19]=1[CH3:20], predict the reaction product. The product is: [Cl:8][C:6]1[N:5]=[N:4][C:3]([C:9]([O:11][CH3:12])=[O:10])=[C:2]([NH:21][C:17]2[CH:16]=[CH:15][C:14]([Cl:13])=[C:19]([CH3:20])[N:18]=2)[CH:7]=1. (2) The product is: [CH2:18]([S:20]([NH:1][C:2]1[CH:3]=[C:4]2[C:8](=[CH:9][CH:10]=1)[NH:7][CH:6]=[CH:5]2)(=[O:22])=[O:21])[CH3:19]. Given the reactants [NH2:1][C:2]1[CH:3]=[C:4]2[C:8](=[CH:9][CH:10]=1)[NH:7][CH:6]=[CH:5]2.C(N(CC)CC)C.[CH2:18]([S:20](Cl)(=[O:22])=[O:21])[CH3:19], predict the reaction product. (3) Given the reactants Br[C:2]1[S:6][C:5]([C:7]2[N:8]=[C:9]3[CH:14]=[N:13][CH:12]=[CH:11][N:10]3[C:15]=2[NH:16][CH:17]([C:19]2[CH:24]=[CH:23][CH:22]=[CH:21][CH:20]=2)[CH3:18])=[CH:4][CH:3]=1.[C:25]1([C:31]#[CH:32])[CH:30]=[CH:29][CH:28]=[CH:27][CH:26]=1.C(N(CC)CC)C.C(=O)([O-])[O-].[Na+].[Na+], predict the reaction product. The product is: [C:19]1([CH:17]([NH:16][C:15]2[N:10]3[CH:11]=[CH:12][N:13]=[CH:14][C:9]3=[N:8][C:7]=2[C:5]2[S:6][C:2]([C:32]#[C:31][C:25]3[CH:30]=[CH:29][CH:28]=[CH:27][CH:26]=3)=[CH:3][CH:4]=2)[CH3:18])[CH:24]=[CH:23][CH:22]=[CH:21][CH:20]=1. (4) The product is: [Cl:1][C:2]1[C:10]([O:11][CH3:12])=[CH:9][CH:8]=[CH:7][C:3]=1[C:4]([NH:31][CH2:30][C:17]1([C:20]2[CH:21]=[N:22][C:23]([C:26]([F:29])([F:28])[F:27])=[N:24][CH:25]=2)[CH2:18][CH2:19][C:14]([F:13])([F:32])[CH2:15][CH2:16]1)=[O:6]. Given the reactants [Cl:1][C:2]1[C:10]([O:11][CH3:12])=[CH:9][CH:8]=[CH:7][C:3]=1[C:4]([OH:6])=O.[F:13][C:14]1([F:32])[CH2:19][CH2:18][C:17]([CH2:30][NH2:31])([C:20]2[CH:21]=[N:22][C:23]([C:26]([F:29])([F:28])[F:27])=[N:24][CH:25]=2)[CH2:16][CH2:15]1, predict the reaction product. (5) Given the reactants F[C:2]1[N:7]=[CH:6][C:5]([C:8]2[C:17]3[CH2:16][CH2:15][CH2:14][CH2:13][C:12]=3[N:11]=[C:10]([O:18][CH2:19][C:20]3[CH:25]=[CH:24][CH:23]=[CH:22][N:21]=3)[CH:9]=2)=[CH:4][N:3]=1.[NH3:26].CO, predict the reaction product. The product is: [N:21]1[CH:22]=[CH:23][CH:24]=[CH:25][C:20]=1[CH2:19][O:18][C:10]1[CH:9]=[C:8]([C:5]2[CH:4]=[N:3][C:2]([NH2:26])=[N:7][CH:6]=2)[C:17]2[CH2:16][CH2:15][CH2:14][CH2:13][C:12]=2[N:11]=1. (6) Given the reactants [CH3:1][O:2][C:3]1[N:8]=[CH:7][C:6]([OH:9])=[CH:5][CH:4]=1.[F:10][C:11]1[CH:12]=[C:13]([N+:18]([O-:20])=[O:19])[CH:14]=[CH:15][C:16]=1F.C(=O)([O-])[O-].[Cs+].[Cs+].O, predict the reaction product. The product is: [F:10][C:11]1[CH:12]=[C:13]([N+:18]([O-:20])=[O:19])[CH:14]=[CH:15][C:16]=1[O:9][C:6]1[CH:5]=[CH:4][C:3]([O:2][CH3:1])=[N:8][CH:7]=1. (7) Given the reactants [O:1]=[C:2]1[NH:6][C@@H:5]([C:7]([OH:9])=[O:8])[CH2:4][CH2:3]1.O=S(Cl)Cl.[CH3:14]O, predict the reaction product. The product is: [O:1]=[C:2]1[NH:6][C@@H:5]([C:7]([O:9][CH3:14])=[O:8])[CH2:4][CH2:3]1. (8) Given the reactants [CH3:1][C:2]1([CH3:17])[C:6]([CH3:8])([CH3:7])OB(C2C=C(C=CC=2)C=O)O1.[CH2:18]([C:20]1[CH:21]=[C:22]([B:28]([OH:30])[OH:29])[CH:23]=[CH:24][C:25]=1[CH:26]=[O:27])[CH3:19], predict the reaction product. The product is: [CH2:18]([C:20]1[CH:21]=[C:22]([B:28]2[O:30][C:6]([CH3:8])([CH3:7])[C:2]([CH3:17])([CH3:1])[O:29]2)[CH:23]=[CH:24][C:25]=1[CH:26]=[O:27])[CH3:19].